From a dataset of CYP3A4 inhibition data for predicting drug metabolism from PubChem BioAssay. Regression/Classification. Given a drug SMILES string, predict its absorption, distribution, metabolism, or excretion properties. Task type varies by dataset: regression for continuous measurements (e.g., permeability, clearance, half-life) or binary classification for categorical outcomes (e.g., BBB penetration, CYP inhibition). Dataset: cyp3a4_veith. (1) The drug is O=C(Nc1cccc2ccccc12)c1nn(C23CC4CC(CC(C4)C2)C3)cc1Br. The result is 0 (non-inhibitor). (2) The compound is NCCc1ccc(O)cc1. The result is 0 (non-inhibitor). (3) The compound is Cc1noc(C)c1-c1ccc2ncnc(N3CCN(C)CC3)c2c1. The result is 1 (inhibitor). (4) The drug is O=C(c1ccncc1)N1CCC2(CCCN(c3cccc(-c4ccccc4)c3)C2)CC1. The result is 1 (inhibitor). (5) The molecule is CCOc1ccc(C(=O)NN2C(=O)C3C4C=CC(O4)C3C2=O)cc1. The result is 0 (non-inhibitor). (6) The compound is Cc1noc(C)c1C(=O)N1CCC2(CC1)CN(c1ccccc1)C2. The result is 0 (non-inhibitor). (7) The compound is CCC(=O)Nc1c2c(nc3c1CCC3)CCCC2. The result is 0 (non-inhibitor). (8) The molecule is O=C(N/N=C\c1ccc([N+](=O)[O-])o1)c1ccc(O)cc1. The result is 1 (inhibitor). (9) The compound is COc1ccc(CNn2c(C)nc3ccccc3c2=O)cc1. The result is 1 (inhibitor). (10) The compound is COC(=O)[C@H](C)NC(=O)C/C=C\[C@@H](C)[C@H]1C=C[C@H](O)[C@@H](CO)O1. The result is 0 (non-inhibitor).